From a dataset of Experimentally validated miRNA-target interactions with 360,000+ pairs, plus equal number of negative samples. Binary Classification. Given a miRNA mature sequence and a target amino acid sequence, predict their likelihood of interaction. (1) The miRNA is mmu-miR-452-5p with sequence UGUUUGCAGAGGAAACUGAGAC. The protein sequence of the target gene is MAITLQPSDLIFEFASNGMDDDIHQLEDPSVFPAVIVEQVPYPDLLHLYSGLELDDVHNGIITDGTLCMTQDQILEGSFLLTDDNEATSHTMSTAEVLLNMESPSDILDEKQIFSTSEMLPDSDPAPAVTLPNYLFPASEPDALNRAGDTSDQEGHSLEEKASREESAKKTGKSKKRIRKTKGNRSTSPVTDPSIPIRKKSKDGKGSTIYLWEFLLALLQDRNTCPKYIKWTQREKGIFKLVDSKAVSKLWGKQKNKPDMNYETMGRALRYYYQRGILAKVEGQRLVYQFKEMPKDLVVI.... Result: 0 (no interaction). (2) The miRNA is hsa-miR-6832-3p with sequence ACCCUUUUUCUCUUUCCCAG. The protein sequence of the target gene is MAFSGIYKLDDGKPYLNNCFPARNLLRVPEEGQGHWLVVQKGNLKKKPKGLVGAQAERRESLKATSFEFKGKKESRRENQVDLPGHILDQAFLLKHHCVRKPSDLCTINAKENDFKHFHSVIYINASENLLPLEAFHTFPALKELDLAFNGIKTIYVKYGDFKLLEFLDLSFNSLTVEAICDLGILPHLRVLLLTGNGLTSLPPNLAVAEQEASVTSLTSKRYILRFPALETLMLDDNRLSNPSCFASLAGLRRLKKLSLDENRIIRIPYLQQVQLYDESVDWNGGRGSPHKEPQFMLQS.... Result: 1 (interaction). (3) The miRNA is mmu-miR-335-3p with sequence UUUUUCAUUAUUGCUCCUGACC. The protein sequence of the target gene is MAAAAAAAAVGDPQPPQPEAPAQGLALDKAATAAHLKAALSRPDNRAGAEELQALLERVLNAERPLAGAAGGEEAAGGGGGGPGEAEEDALEWCKCLLAGGGGYEEFCAAVRAYDPAALCGLVWTANFVAYRCRTCGISPCMSLCAECFHQGDHTGHDFNMFRSQAGGACDCGDSNVMRESGFCRRHQIKSSSNIPCVPKDLLMMSEFVLPRFIFCLIQYLREGYNEPAADAPSEKDLNKVLQLLEPQISFLEDLTKMGGAMRSVLTQVLTNQQNYKDLTAGLGENACAKKSHEKYLIAL.... Result: 1 (interaction). (4) The miRNA is hsa-miR-198 with sequence GGUCCAGAGGGGAGAUAGGUUC. The protein sequence of the target gene is MDGVAEFSEYVSETVDVPSPFDLLEPPTSGGFLKLSKPCCYIFPGGRGDSALFAVNGFNILVDGGSDRKSCFWKLVRHLDRIDSVLLTHIGADNLPGINGLLQRKVAELEEEQSQGSSSYSDWVKNLISPELGVVFFNVPEKLRLPDASRKAKRSIEEACLTLQHLNRLGIQAEPLYRVVSNTIEPLTLFHKMGVGRLDMYVLNPVKDSKEMQFLMQKWAGNSKAKTGIVLPNGKEAEISVPYLTSITALVVWLPANPTEKIVRVLFPGNAPQNKILEGLEKLRHLDFLRYPVATQKDLA.... Result: 0 (no interaction). (5) The miRNA is hsa-miR-4729 with sequence UCAUUUAUCUGUUGGGAAGCUA. The protein sequence of the target gene is MALSGNCSRYYPREQGSAVPNSFPEVVELNVGGQVYFTRHSTLISIPHSLLWKMFSPKRDTANDLAKDSKGRFFIDRDGFLFRYILDYLRDRQVVLPDHFPEKGRLKREAEYFQLPDLVKLLTPDEIKQSPDEFCHSDFEDASQGSDTRICPPSSLLPADRKWGFITVGYRGSCTLGREGQADAKFRRVPRILVCGRISLAKEVFGETLNESRDPDRAPERYTSRFYLKFKHLERAFDMLSECGFHMVACNSSVTASFINQYTDDKIWSSYTEYVFYREPSRWSPSHCDCCCKNGKGDKE.... Result: 1 (interaction). (6) Result: 0 (no interaction). The miRNA is rno-miR-125a-3p with sequence ACAGGUGAGGUUCUUGGGAGCC. The protein sequence of the target gene is MAQAGVVGEVTQVLCAAGGALELPELRRRLRMGLSADALERLLRQRGRFVVAVRAGGAAAAPERVVLAASPLRLCRAHQGSKPGCVGLCAQLHLCRFMVYGACKFLRAGKNCRNSHSLTTEHNLSVLRTHGVDHLSYNELCQLLFQNDPWLLPEICQHYNKGDGPHGSCAFQKQCIKLHICQYFLQGECKFGTSCKRSHDFSNSENLEKLEKLGMSSDLVSRLPTIYRNAHDIKNKSSAPSRVPPLFVPQGTSERKDSSGSVSPNTLSQEEGDQICLYHIRKSCSFQDKCHRVHFHLPYR.... (7) The miRNA is hsa-miR-511-3p with sequence AAUGUGUAGCAAAAGACAGA. The protein sequence of the target gene is MSLLSAIDTSAASVYQPAQLLNWVYLSLQDTHQASAFDAFRPEPPAGAAPPELAFGKGRPEQLGSPLHSSYLNSVFQLQRGEALSSSVYRNASPYGSLNNIADGLSSLTEHFSDLTLTSEARKPSKRPPPNYLCHLCFNKGHYIKDCPQARPKGEGLTPYQGKKRCFGEYKCPKCKRKWMSGNSWANMGQECIKCHINVYPHKQRPLEKPDGLDVSDQSKEHPQHLCEKCKVLGYYCRRVQ. Result: 0 (no interaction). (8) The miRNA is hsa-miR-6780b-3p with sequence UCCCUUGUCUCCUUUCCCUAG. The protein sequence of the target gene is MYNMMETELKPPGPQQASGGGGGGGNATAAATGGNQKNSPDRVKRPMNAFMVWSRGQRRKMAQENPKMHNSEISKRLGAEWKLLSETEKRPFIDEAKRLRALHMKEHPDYKYRPRRKTKTLMKKDKYTLPGGLLAPGGNSMASGVGVGAGLGGGLNQRMDSYAHMNGWSNGSYSMMQEQLGYPQHPGLNAHGAAQMQPMHRYVVSALQYNSMTSSQTYMNGSPTYSMSYSQQGTPGMALGSMGSVVKSEASSSPPVVTSSSHSRAPCQAGDLRDMISMYLPGAEVPEPAAPSRLHMAQHY.... Result: 0 (no interaction). (9) The miRNA is mmu-miR-3089-3p with sequence AGCAUCUGCUGAUCCUGAGCUGU. The protein sequence of the target gene is MTGRDGLSDARSRSRALAPGCPPTGSRLRSFAINDLLGLEADLPTPAEPGLRSNSGDPAEAIGSGPGPGPGLCGSCPARGALPLGLGLLCGFGAQPPSAAAAARARCLLLADLRLLPSAGPEPAVAQGPVHPPPALGSQQRSESVSTSDGDSPSEEKNDPKMSLILGKRKKRRHRTVFTAHQLEELEKAFGEAHYPDVYAREMLAAKTELPEDRIQVWFQNRRAKWRKREKRWGGSSVMAEYGLYGAMVRHCIPLPDSVLNSADSLQGSCAPWLLGMHKKSTGMRKPESEDKLAGLWEFD.... Result: 0 (no interaction).